From a dataset of Forward reaction prediction with 1.9M reactions from USPTO patents (1976-2016). Predict the product of the given reaction. Given the reactants [C:1]1([CH:6]=O)[CH2:5][CH2:4][CH2:3][CH:2]=1.ClC1C=[C:11](C=CC=1)[CH:12]=[O:13].[CH3:17][Si:18]([CH3:25])([CH3:24])N[Si:18]([CH3:25])([CH3:24])[CH3:17].C([Li])CCC.C[Si](Cl)(C)C.C([N:38](CC)CC)C.C(Cl)(=O)C, predict the reaction product. The product is: [C:1]1([CH:6]=[N:38][C:12]([O:11][Si:18]([CH3:25])([CH3:24])[CH3:17])=[CH2:13])[CH2:5][CH2:4][CH2:3][CH:2]=1.